The task is: Predict the product of the given reaction.. This data is from Forward reaction prediction with 1.9M reactions from USPTO patents (1976-2016). (1) Given the reactants [F:1][C:2]1[CH:26]=[CH:25][C:5]([CH2:6][NH:7][C:8]2[N:17]=[C:16]([O:18][C@H:19]3[CH2:23][CH2:22][O:21][CH2:20]3)[C:15]3[C:10](=[CH:11][CH:12]=[C:13](Br)[CH:14]=3)[N:9]=2)=[CH:4][CH:3]=1.C(=O)([O-])[O-].[K+].[K+].[CH3:33][N:34]([CH3:49])[CH2:35][CH2:36][NH:37][C:38]([C:40]1[CH:45]=[CH:44][C:43](B(O)O)=[CH:42][CH:41]=1)=[O:39], predict the reaction product. The product is: [F:1][C:2]1[CH:26]=[CH:25][C:5]([CH2:6][NH:7][C:8]2[N:17]=[C:16]([O:18][C@H:19]3[CH2:23][CH2:22][O:21][CH2:20]3)[C:15]3[C:10](=[CH:11][CH:12]=[C:13]([C:43]4[CH:44]=[CH:45][C:40]([C:38]([NH:37][CH2:36][CH2:35][N:34]([CH3:33])[CH3:49])=[O:39])=[CH:41][CH:42]=4)[CH:14]=3)[N:9]=2)=[CH:4][CH:3]=1. (2) Given the reactants [F:1][C:2]1[CH:3]=[C:4]([CH:14]=[C:15]([F:17])[CH:16]=1)[O:5][C:6]1[CH:11]=[CH:10][C:9]([CH2:12][OH:13])=[CH:8][CH:7]=1.Cl[C:19]1[CH:30]=[C:23]2[N:24]([CH3:29])[C@@H:25]([CH3:28])[CH2:26][CH2:27][N:22]2[C:21](=[O:31])[N:20]=1, predict the reaction product. The product is: [F:1][C:2]1[CH:3]=[C:4]([CH:14]=[C:15]([F:17])[CH:16]=1)[O:5][C:6]1[CH:11]=[CH:10][C:9]([CH2:12][O:13][C:19]2[CH:30]=[C:23]3[N:24]([CH3:29])[C@@H:25]([CH3:28])[CH2:26][CH2:27][N:22]3[C:21](=[O:31])[N:20]=2)=[CH:8][CH:7]=1. (3) Given the reactants [N+:1]([C:4]1[CH:9]=[CH:8][C:7]([OH:10])=[CH:6][CH:5]=1)([O-:3])=[O:2].[CH3:11][O:12][CH2:13][CH2:14]Br.C([O-])([O-])=O.[K+].[K+], predict the reaction product. The product is: [CH3:11][O:12][CH2:13][CH2:14][O:10][C:7]1[CH:8]=[CH:9][C:4]([N+:1]([O-:3])=[O:2])=[CH:5][CH:6]=1.